Dataset: NCI-60 drug combinations with 297,098 pairs across 59 cell lines. Task: Regression. Given two drug SMILES strings and cell line genomic features, predict the synergy score measuring deviation from expected non-interaction effect. Drug 1: CCC1=CC2CC(C3=C(CN(C2)C1)C4=CC=CC=C4N3)(C5=C(C=C6C(=C5)C78CCN9C7C(C=CC9)(C(C(C8N6C)(C(=O)OC)O)OC(=O)C)CC)OC)C(=O)OC.C(C(C(=O)O)O)(C(=O)O)O. Drug 2: N.N.Cl[Pt+2]Cl. Cell line: HOP-62. Synergy scores: CSS=13.6, Synergy_ZIP=3.89, Synergy_Bliss=4.41, Synergy_Loewe=-25.4, Synergy_HSA=0.220.